From a dataset of Aqueous solubility values for 9,982 compounds from the AqSolDB database. Regression/Classification. Given a drug SMILES string, predict its absorption, distribution, metabolism, or excretion properties. Task type varies by dataset: regression for continuous measurements (e.g., permeability, clearance, half-life) or binary classification for categorical outcomes (e.g., BBB penetration, CYP inhibition). For this dataset (solubility_aqsoldb), we predict Y. The drug is O=C(O)c1ccc(O)cc1O. The Y is -1.41 log mol/L.